This data is from Catalyst prediction with 721,799 reactions and 888 catalyst types from USPTO. The task is: Predict which catalyst facilitates the given reaction. Reactant: [CH3:1][O:2][C:3](=[O:27])[CH2:4][CH2:5][CH2:6][CH2:7][CH2:8][O:9][C:10]1[CH:11]=[CH:12][C:13]2[N:17]=[C:16]([SH:18])[N:15]([C:19]3[CH:24]=[CH:23][C:22]([CH3:25])=[CH:21][CH:20]=3)[C:14]=2[CH:26]=1.[CH2:28](Br)[C:29]1[CH:34]=[CH:33][CH:32]=[CH:31][CH:30]=1.C(=O)([O-])O.[K+].C1CC2OCCOCCOC3C(OCCOCCOC2CC1)CCCC3. Product: [CH3:1][O:2][C:3](=[O:27])[CH2:4][CH2:5][CH2:6][CH2:7][CH2:8][O:9][C:10]1[CH:11]=[CH:12][C:13]2[N:17]=[C:16]([S:18][CH2:28][C:29]3[CH:34]=[CH:33][CH:32]=[CH:31][CH:30]=3)[N:15]([C:19]3[CH:20]=[CH:21][C:22]([CH3:25])=[CH:23][CH:24]=3)[C:14]=2[CH:26]=1. The catalyst class is: 9.